Regression. Given a peptide amino acid sequence and an MHC pseudo amino acid sequence, predict their binding affinity value. This is MHC class II binding data. From a dataset of Peptide-MHC class II binding affinity with 134,281 pairs from IEDB. The peptide sequence is AAIVVAGATATIGLG. The MHC is HLA-DQA10501-DQB10301 with pseudo-sequence HLA-DQA10501-DQB10301. The binding affinity (normalized) is 0.412.